This data is from Full USPTO retrosynthesis dataset with 1.9M reactions from patents (1976-2016). The task is: Predict the reactants needed to synthesize the given product. (1) Given the product [C:7]([C:11]1[CH:20]=[C:15]([CH2:16][OH:17])[C:14]([O:21][CH3:22])=[C:13]([NH:23][C:24](=[O:46])[C:25]2[CH:30]=[CH:29][C:28]([CH3:31])=[C:27]([O:32][C:33]3[CH:38]=[CH:37][N:36]=[C:35]([CH2:39][N:40]4[CH2:41][CH2:42][NH:43][CH2:44][CH2:45]4)[CH:34]=3)[CH:26]=2)[CH:12]=1)([CH3:10])([CH3:8])[CH3:9], predict the reactants needed to synthesize it. The reactants are: [H-].[H-].[H-].[H-].[Li+].[Al+3].[C:7]([C:11]1[CH:12]=[C:13]([NH:23][C:24](=[O:46])[C:25]2[CH:30]=[CH:29][C:28]([CH3:31])=[C:27]([O:32][C:33]3[CH:38]=[CH:37][N:36]=[C:35]([CH2:39][N:40]4[CH2:45][CH2:44][NH:43][CH2:42][CH2:41]4)[CH:34]=3)[CH:26]=2)[C:14]([O:21][CH3:22])=[C:15]([CH:20]=1)[C:16](OC)=[O:17])([CH3:10])([CH3:9])[CH3:8].[OH-].[Na+]. (2) Given the product [C:19]([O:22][C:23]1[CH:31]=[CH:30][CH:29]=[CH:28][C:24]=1[C:25](=[O:26])[NH:9][C:5]1[CH:6]=[CH:7][CH:8]=[C:3]([C:2]([F:10])([F:11])[F:1])[CH:4]=1)(=[O:21])[CH3:20], predict the reactants needed to synthesize it. The reactants are: [F:1][C:2]([F:11])([F:10])[C:3]1[CH:4]=[C:5]([NH2:9])[CH:6]=[CH:7][CH:8]=1.C(N(CC)CC)C.[C:19]([O:22][C:23]1[C:24](=[CH:28][CH:29]=[CH:30][CH:31]=1)[C:25](Cl)=[O:26])(=[O:21])[CH3:20].